Dataset: Reaction yield outcomes from USPTO patents with 853,638 reactions. Task: Predict the reaction yield, written as a fraction of the theoretical maximum amount of product (1.0 means a 100% yield; for example, 0.34 means a 34% yield). The reactants are [Br:1][C:2]1[CH:3]=[C:4]2[C:10]([I:11])=[CH:9][NH:8][C:5]2=[N:6][CH:7]=1.[H-].[Na+].[C:14]1([CH3:24])[CH:19]=[CH:18][C:17]([S:20](Cl)(=[O:22])=[O:21])=[CH:16][CH:15]=1. The catalyst is C1COCC1. The product is [Br:1][C:2]1[CH:3]=[C:4]2[C:10]([I:11])=[CH:9][N:8]([S:20]([C:17]3[CH:18]=[CH:19][C:14]([CH3:24])=[CH:15][CH:16]=3)(=[O:22])=[O:21])[C:5]2=[N:6][CH:7]=1. The yield is 0.920.